This data is from Catalyst prediction with 721,799 reactions and 888 catalyst types from USPTO. The task is: Predict which catalyst facilitates the given reaction. Product: [CH3:6][O:7][C:8]1[CH:9]=[C:10]([C:16]2[N:21]=[C:20]([C:22]([N:24]3[CH2:25][CH2:26][N:27]([C:30]4[CH:31]=[CH:32][C:33]([CH2:36][CH2:37][C:38]([OH:40])=[O:39])=[CH:34][CH:35]=4)[CH2:28][CH2:29]3)=[O:23])[CH:19]=[CH:18][CH:17]=2)[CH:11]=[CH:12][C:13]=1[O:14][CH3:15]. The catalyst class is: 5. Reactant: C1COCC1.[CH3:6][O:7][C:8]1[CH:9]=[C:10]([C:16]2[N:21]=[C:20]([C:22]([N:24]3[CH2:29][CH2:28][N:27]([C:30]4[CH:35]=[CH:34][C:33]([CH2:36][CH2:37][C:38]([O:40]CC)=[O:39])=[CH:32][CH:31]=4)[CH2:26][CH2:25]3)=[O:23])[CH:19]=[CH:18][CH:17]=2)[CH:11]=[CH:12][C:13]=1[O:14][CH3:15].[OH-].[Na+].Cl.